Dataset: Forward reaction prediction with 1.9M reactions from USPTO patents (1976-2016). Task: Predict the product of the given reaction. Given the reactants C[O:2][C:3](=[O:19])[CH:4]([C:9]1[CH:14]=[CH:13][C:12]([Br:15])=[CH:11][C:10]=1[N+:16]([O-:18])=[O:17])C(OC)=O.Cl, predict the reaction product. The product is: [Br:15][C:12]1[CH:13]=[CH:14][C:9]([CH2:4][C:3]([OH:19])=[O:2])=[C:10]([N+:16]([O-:18])=[O:17])[CH:11]=1.